From a dataset of Full USPTO retrosynthesis dataset with 1.9M reactions from patents (1976-2016). Predict the reactants needed to synthesize the given product. (1) Given the product [CH3:47][O:48][CH2:49][CH2:50][O:51][C:52]([N:37]1[CH2:38][CH2:39][N:34]([C:2](=[O:1])[CH2:3][NH:4][C:5]([C:7]2[CH:11]=[C:10]([O:12][CH2:13][C:14]([N:16]3[CH2:20][CH2:19][CH2:18][C@H:17]3[C:21](=[O:27])[NH:22][CH:23]3[CH2:24][CH2:25][CH2:26]3)=[O:15])[N:9]([C:28]3[CH:29]=[CH:30][CH:31]=[CH:32][CH:33]=3)[N:8]=2)=[O:6])[CH2:35][CH2:36]1)=[O:53], predict the reactants needed to synthesize it. The reactants are: [O:1]=[C:2]([N:34]1[CH2:39][CH2:38][NH:37][CH2:36][CH2:35]1)[CH2:3][NH:4][C:5]([C:7]1[CH:11]=[C:10]([O:12][CH2:13][C:14]([N:16]2[CH2:20][CH2:19][CH2:18][C@H:17]2[C:21](=[O:27])[NH:22][CH:23]2[CH2:26][CH2:25][CH2:24]2)=[O:15])[N:9]([C:28]2[CH:33]=[CH:32][CH:31]=[CH:30][CH:29]=2)[N:8]=1)=[O:6].C(N(CC)CC)C.[CH3:47][O:48][CH2:49][CH2:50][O:51][C:52](Cl)=[O:53]. (2) The reactants are: [O:1]=[C:2]1[NH:6][C:5]2[CH:7]=[CH:8][CH:9]=[C:10]([CH:11]=O)[C:4]=2[O:3]1.[CH3:13][C:14]1[CH:19]=[C:18]([CH3:20])[CH:17]=[C:16]([CH3:21])[C:15]=1[CH:22]1[CH2:27][C:26](=O)[CH2:25][C:24](=[O:29])[CH2:23]1.C([O-])(=O)C.[NH4+].[CH2:35]([O:37][C:38](=[O:48])[CH2:39][C:40](=O)[CH2:41][O:42][C:43]([CH3:46])([CH3:45])[CH3:44])[CH3:36].F[B-](F)(F)F.C([N+:58]1C=CN(C)C=1)CCC. Given the product [CH2:35]([O:37][C:38]([C:39]1[CH:11]([C:10]2[C:4]3[O:3][C:2](=[O:1])[NH:6][C:5]=3[CH:7]=[CH:8][CH:9]=2)[C:25]2[C:24](=[O:29])[CH2:23][CH:22]([C:15]3[C:16]([CH3:21])=[CH:17][C:18]([CH3:20])=[CH:19][C:14]=3[CH3:13])[CH2:27][C:26]=2[NH:58][C:40]=1[CH2:41][O:42][C:43]([CH3:46])([CH3:45])[CH3:44])=[O:48])[CH3:36], predict the reactants needed to synthesize it. (3) Given the product [Br:1][C:2]1[CH:3]=[C:4]2[C:11]3([C:15](=[O:16])[NH:14][C:13](=[S:34])[NH:12]3)[CH2:10][CH:9]([C:18]3[CH:23]=[CH:22][CH:21]=[C:20]([F:24])[CH:19]=3)[O:8][C:5]2=[CH:6][CH:7]=1, predict the reactants needed to synthesize it. The reactants are: [Br:1][C:2]1[CH:3]=[C:4]2[C:11]3([C:15](=[O:16])[NH:14][C:13](=O)[NH:12]3)[CH2:10][CH:9]([C:18]3[CH:23]=[CH:22][CH:21]=[C:20]([F:24])[CH:19]=3)[O:8][C:5]2=[CH:6][CH:7]=1.COC1C=CC(P2(SP(C3C=CC(OC)=CC=3)(=S)S2)=[S:34])=CC=1. (4) Given the product [Cl:37][C:34]1[CH:33]=[CH:32][C:31]([C:27]2([C:24]3[C:25]4[C:20](=[CH:19][CH:18]=[C:17]([O:16][CH2:15][CH2:14][NH:13][S:12]([N:9]5[CH2:10][CH2:11][NH:6][CH2:7][CH2:8]5)(=[O:38])=[O:39])[CH:26]=4)[CH2:21][CH2:22][N:23]=3)[CH2:30][CH2:29][CH2:28]2)=[CH:36][CH:35]=1, predict the reactants needed to synthesize it. The reactants are: C(OC([N:6]1[CH2:11][CH2:10][N:9]([S:12](=[O:39])(=[O:38])[NH:13][CH2:14][CH2:15][O:16][C:17]2[CH:26]=[C:25]3[C:20]([CH2:21][CH2:22][N:23]=[C:24]3[C:27]3([C:31]4[CH:36]=[CH:35][C:34]([Cl:37])=[CH:33][CH:32]=4)[CH2:30][CH2:29][CH2:28]3)=[CH:19][CH:18]=2)[CH2:8][CH2:7]1)=O)C.[OH-].[K+].O. (5) Given the product [CH2:17]([O:1][C:2]1[CH:9]=[CH:8][C:5]([C:6]#[N:7])=[C:4]([F:10])[CH:3]=1)[C:18]1[CH:23]=[CH:22][CH:21]=[CH:20][CH:19]=1, predict the reactants needed to synthesize it. The reactants are: [OH:1][C:2]1[CH:9]=[CH:8][C:5]([C:6]#[N:7])=[C:4]([F:10])[CH:3]=1.C(=O)([O-])[O-].[K+].[K+].[CH2:17](Br)[C:18]1[CH:23]=[CH:22][CH:21]=[CH:20][CH:19]=1.O. (6) Given the product [C:13]([O:12][C:10]([NH:9][CH2:8][C@H:3]([N:2]1[CH2:30][CH2:29][N:20]([CH2:21][C:22]2[CH:23]=[CH:24][C:25]([CH3:28])=[CH:26][CH:27]=2)[CH2:19][CH2:18]1)[C:4]([O:6][CH3:7])=[O:5])=[O:11])([CH3:16])([CH3:15])[CH3:14], predict the reactants needed to synthesize it. The reactants are: Cl.[NH2:2][C@@H:3]([CH2:8][NH:9][C:10]([O:12][C:13]([CH3:16])([CH3:15])[CH3:14])=[O:11])[C:4]([O:6][CH3:7])=[O:5].Cl[CH2:18][CH2:19][N:20]([CH2:29][CH2:30]Cl)[CH2:21][C:22]1[CH:27]=[CH:26][C:25]([CH3:28])=[CH:24][CH:23]=1.CC1C=CC(CN2CCN(C(C)C([O-])=O)CC2)=CC=1. (7) Given the product [NH2:28][C:24]1[CH:23]=[C:22]([CH:27]=[CH:26][CH:25]=1)[CH2:21][NH:20][C:17]1[CH:18]=[C:19]2[C:14](=[CH:15][CH:16]=1)[N:13]=[CH:12][C:11]([C:31]#[N:32])=[C:10]2[NH:9][C:4]1[CH:5]=[CH:6][C:7]([F:8])=[C:2]([Cl:1])[CH:3]=1, predict the reactants needed to synthesize it. The reactants are: [Cl:1][C:2]1[CH:3]=[C:4]([NH:9][C:10]2[C:19]3[C:14](=[CH:15][CH:16]=[C:17]([NH:20][CH2:21][C:22]4[CH:27]=[CH:26][CH:25]=[C:24]([N+:28]([O-])=O)[CH:23]=4)[CH:18]=3)[N:13]=[CH:12][C:11]=2[C:31]#[N:32])[CH:5]=[CH:6][C:7]=1[F:8].O.O.[Sn](Cl)(Cl)(Cl)Cl. (8) Given the product [CH3:16][C:13]1[O:12][C:11]([C:8]2[CH:9]=[C:10]3[C:2]([C:23]4[CH:22]=[CH:21][C:20]([O:19][C:18]([F:17])([F:29])[F:30])=[CH:25][CH:24]=4)=[CH:3][O:4][C:5]3=[CH:6][N:7]=2)=[N:15][N:14]=1, predict the reactants needed to synthesize it. The reactants are: Br[C:2]1[C:10]2[C:5](=[CH:6][N:7]=[C:8]([C:11]3[O:12][C:13]([CH3:16])=[N:14][N:15]=3)[CH:9]=2)[O:4][CH:3]=1.[F:17][C:18]([F:30])([F:29])[O:19][C:20]1[CH:25]=[CH:24][C:23](B(O)O)=[CH:22][CH:21]=1. (9) Given the product [CH3:1][C:2]1([C:8]2[CH:13]=[C:12]([B:26]([OH:27])[OH:25])[CH:11]=[CH:10][C:9]=2[O:15][CH3:16])[CH2:7][CH2:6][CH2:5][CH2:4][CH2:3]1, predict the reactants needed to synthesize it. The reactants are: [CH3:1][C:2]1([C:8]2[CH:13]=[C:12](Br)[CH:11]=[CH:10][C:9]=2[O:15][CH3:16])[CH2:7][CH2:6][CH2:5][CH2:4][CH2:3]1.[Li]CCCC.C([O:25][B:26](OC(C)C)[O:27]C(C)C)(C)C.Cl. (10) Given the product [Cl:35][C:36]1[CH:41]=[C:40]([C:14]2[CH:15]=[CH:16][C:11]([C:10]([C:8]3[CH:7]=[CH:6][C:5]([O:19][C:20]4[CH:25]=[CH:24][CH:23]=[CH:22][CH:21]=4)=[C:4]([CH:9]=3)[C:3]([OH:2])=[O:26])=[O:18])=[N:12][CH:13]=2)[CH:39]=[CH:38][CH:37]=1, predict the reactants needed to synthesize it. The reactants are: C[O:2][C:3](=[O:26])[C:4]1[CH:9]=[C:8]([C:10](=[O:18])[C:11]2[CH:16]=[CH:15][C:14](Br)=[CH:13][N:12]=2)[CH:7]=[CH:6][C:5]=1[O:19][C:20]1[CH:25]=[CH:24][CH:23]=[CH:22][CH:21]=1.[O-]P([O-])([O-])=O.[K+].[K+].[K+].[Cl:35][C:36]1[CH:37]=[C:38](B(O)O)[CH:39]=[CH:40][CH:41]=1.